From a dataset of Retrosynthesis with 50K atom-mapped reactions and 10 reaction types from USPTO. Predict the reactants needed to synthesize the given product. (1) The reactants are: CCCc1ccc(S(=O)(=O)c2ccccc2)cc1S(=O)(=O)Cl.NC1CCOCC1. Given the product CCCc1ccc(S(=O)(=O)c2ccccc2)cc1S(=O)(=O)NC1CCOCC1, predict the reactants needed to synthesize it. (2) Given the product O=C1CCC(=O)c2ccc(C(F)(F)F)cc2N1, predict the reactants needed to synthesize it. The reactants are: COC(=O)C1CC(=O)Nc2cc(C(F)(F)F)ccc2C1=O.